From a dataset of Forward reaction prediction with 1.9M reactions from USPTO patents (1976-2016). Predict the product of the given reaction. Given the reactants Cl[CH2:2][C:3]([N:5]([CH2:16][CH2:17][C:18]([O:20][CH2:21][CH3:22])=[O:19])[C:6]1[CH:11]=[CH:10][CH:9]=[C:8]([C:12]([F:15])([F:14])[F:13])[CH:7]=1)=[O:4].[SH:23][C:24]1[C:29]([C:30]#[N:31])=[CH:28][CH:27]=[C:26]([C:32]2[S:33][CH:34]=[CH:35][CH:36]=2)[N:25]=1.C([O-])([O-])=O.[K+].[K+].CN(C=O)C, predict the reaction product. The product is: [NH2:31][C:30]1[C:29]2[C:24](=[N:25][C:26]([C:32]3[S:33][CH:34]=[CH:35][CH:36]=3)=[CH:27][CH:28]=2)[S:23][C:2]=1[C:3]([N:5]([CH2:16][CH2:17][C:18]([O:20][CH2:21][CH3:22])=[O:19])[C:6]1[CH:11]=[CH:10][CH:9]=[C:8]([C:12]([F:15])([F:14])[F:13])[CH:7]=1)=[O:4].